Dataset: Reaction yield outcomes from USPTO patents with 853,638 reactions. Task: Predict the reaction yield, written as a fraction of the theoretical maximum amount of product (1.0 means a 100% yield; for example, 0.34 means a 34% yield). (1) The reactants are [C:1]([Si:5]([O:8][CH:9]([CH2:14][CH2:15][C:16]1[CH:21]=[CH:20][C:19]([C:22]([CH2:41][CH3:42])([C:25]2[CH:30]=[CH:29][C:28](B3OC(C)(C)C(C)(C)O3)=[C:27]([CH3:40])[CH:26]=2)[CH2:23][CH3:24])=[CH:18][C:17]=1[CH3:43])[C:10]([CH3:13])([CH3:12])[CH3:11])([CH3:7])[CH3:6])([CH3:4])([CH3:3])[CH3:2].C1(P(C2CCCCC2)C2C=CC=CC=2C2C(OC)=CC=CC=2OC)CCCCC1.P([O-])([O-])([O-])=O.[K+].[K+].[K+].[CH3:81][O:82][C:83](=[O:93])[C@@H:84]([C:86]1[CH:91]=[CH:90][CH:89]=[C:88](Cl)[CH:87]=1)[OH:85]. The catalyst is C1(C)C=CC=CC=1.O.C(OCC)C.C([O-])(=O)C.[Pd+2].C([O-])(=O)C. The product is [CH3:81][O:82][C:83](=[O:93])[C@@H:84]([C:86]1[CH:87]=[C:88]([C:28]2[CH:29]=[CH:30][C:25]([C:22]([C:19]3[CH:20]=[CH:21][C:16]([CH2:15][CH2:14][CH:9]([O:8][Si:5]([C:1]([CH3:4])([CH3:3])[CH3:2])([CH3:6])[CH3:7])[C:10]([CH3:13])([CH3:12])[CH3:11])=[C:17]([CH3:43])[CH:18]=3)([CH2:23][CH3:24])[CH2:41][CH3:42])=[CH:26][C:27]=2[CH3:40])[CH:89]=[CH:90][CH:91]=1)[OH:85]. The yield is 0.710. (2) The product is [F:19][C:3]1[C:2]([C:30]#[C:29][C:27]([C:23]2[CH:22]=[C:21]([F:20])[CH:26]=[CH:25][N:24]=2)([OH:31])[CH3:28])=[CH:18][C:6]2[C:7]3[N:8]([CH:12]=[C:13]([C:15]([NH2:17])=[O:16])[N:14]=3)[CH2:9][CH2:10][O:11][C:5]=2[CH:4]=1. The reactants are Br[C:2]1[C:3]([F:19])=[CH:4][C:5]2[O:11][CH2:10][CH2:9][N:8]3[CH:12]=[C:13]([C:15]([NH2:17])=[O:16])[N:14]=[C:7]3[C:6]=2[CH:18]=1.[F:20][C:21]1[CH:26]=[CH:25][N:24]=[C:23]([C:27]([OH:31])([C:29]#[CH:30])[CH3:28])[CH:22]=1. No catalyst specified. The yield is 0.120.